Predict the product of the given reaction. From a dataset of Forward reaction prediction with 1.9M reactions from USPTO patents (1976-2016). The product is: [Cl:21][C:22]1[C:27]([C:28]([NH:19][C:14]2[CH:15]=[CH:16][CH:17]=[C:18]3[C:13]=2[CH:12]=[CH:11][N:10]=[C:9]3[O:8][CH:5]2[CH2:6][CH2:7][C:2]([CH3:20])([CH3:1])[CH2:3][CH2:4]2)=[O:29])=[C:26]([F:31])[C:25]([CH2:32][NH:33][C:34](=[O:39])[C:35]([CH3:37])([CH3:36])[CH3:38])=[CH:24][CH:23]=1. Given the reactants [CH3:1][C:2]1([CH3:20])[CH2:7][CH2:6][CH:5]([O:8][C:9]2[C:18]3[CH:17]=[CH:16][CH:15]=[C:14]([NH2:19])[C:13]=3[CH:12]=[CH:11][N:10]=2)[CH2:4][CH2:3]1.[Cl:21][C:22]1[C:27]([C:28](O)=[O:29])=[C:26]([F:31])[C:25]([CH2:32][NH:33][C:34](=[O:39])[C:35]([CH3:38])([CH3:37])[CH3:36])=[CH:24][CH:23]=1.C(Cl)(=O)C(Cl)=O.CCN(C(C)C)C(C)C, predict the reaction product.